The task is: Predict the product of the given reaction.. This data is from Forward reaction prediction with 1.9M reactions from USPTO patents (1976-2016). (1) Given the reactants [NH2:1][C:2]1[C:10]2[C:5](=[CH:6][CH:7]=[CH:8][C:9]=2[F:11])[C:4]([C:19]2[CH:20]=[C:21]([CH3:27])[C:22](=[O:26])[N:23]([CH3:25])[CH:24]=2)([C:12]2[CH:17]=[CH:16][CH:15]=[C:14](Br)[CH:13]=2)[N:3]=1.[Cl:28][C:29]1[CH:30]=[C:31](B(O)O)[CH:32]=[N:33][CH:34]=1.C(=O)([O-])[O-].[K+].[K+].CN(C=O)C, predict the reaction product. The product is: [NH2:1][C:2]1[C:10]2[C:5](=[CH:6][CH:7]=[CH:8][C:9]=2[F:11])[C:4]([C:19]2[CH:20]=[C:21]([CH3:27])[C:22](=[O:26])[N:23]([CH3:25])[CH:24]=2)([C:12]2[CH:17]=[CH:16][CH:15]=[C:14]([C:31]3[CH:32]=[N:33][CH:34]=[C:29]([Cl:28])[CH:30]=3)[CH:13]=2)[N:3]=1. (2) Given the reactants [NH2:1][CH:2]([C:10]1[C:15]([O:16][CH3:17])=[CH:14][CH:13]=[CH:12][C:11]=1[O:18][CH3:19])[CH2:3][CH2:4][CH2:5][C:6]([O:8]C)=O.[C:20]1([C:26]2[N:31]=[C:30]([CH:32]=O)[CH:29]=[CH:28][CH:27]=2)[CH:25]=[CH:24][CH:23]=[CH:22][CH:21]=1, predict the reaction product. The product is: [CH3:19][O:18][C:11]1[CH:12]=[CH:13][CH:14]=[C:15]([O:16][CH3:17])[C:10]=1[CH:2]1[N:1]([CH2:32][C:30]2[CH:29]=[CH:28][CH:27]=[C:26]([C:20]3[CH:25]=[CH:24][CH:23]=[CH:22][CH:21]=3)[N:31]=2)[C:6](=[O:8])[CH2:5][CH2:4][CH2:3]1. (3) Given the reactants [NH:1]([C:8]1[CH:9]=[C:10]2[C:15]3=[C:16]([CH2:18][CH2:19][CH2:20][N:14]3[CH2:13][C@@H:12]3[CH2:21][N:22]([C:24]([O:26][C:27]([CH3:30])([CH3:29])[CH3:28])=[O:25])[CH2:23][C@H:11]23)[CH:17]=1)C1C=CC=CC=1.FC(F)(F)C(O)=O, predict the reaction product. The product is: [NH2:1][C:8]1[CH:9]=[C:10]2[C:15]3=[C:16]([CH2:18][CH2:19][CH2:20][N:14]3[CH2:13][C@@H:12]3[CH2:21][N:22]([C:24]([O:26][C:27]([CH3:30])([CH3:29])[CH3:28])=[O:25])[CH2:23][C@H:11]23)[CH:17]=1. (4) The product is: [C:17]([O:19][CH2:2][C:3]1[C:8]([CH3:9])=[C:7]([CH2:10][O:23][C:21](=[O:24])[CH3:22])[C:6]([CH3:12])=[C:5]([CH2:13][O:19][C:17](=[O:18])[CH3:16])[C:4]=1[CH3:15])(=[O:18])[CH3:16]. Given the reactants Br[CH2:2][C:3]1[C:8]([CH3:9])=[C:7]([CH2:10]Br)[C:6]([CH3:12])=[C:5]([CH2:13]Br)[C:4]=1[CH3:15].[CH3:16][C:17]([O-:19])=[O:18].[Na+].[C:21]([OH:24])(=[O:23])[CH3:22], predict the reaction product.